Dataset: Reaction yield outcomes from USPTO patents with 853,638 reactions. Task: Predict the reaction yield, written as a fraction of the theoretical maximum amount of product (1.0 means a 100% yield; for example, 0.34 means a 34% yield). (1) The reactants are [N+:1]([C:4]1[CH:5]=[CH:6][C:7]([C:11]2[O:15][CH:14]=[N:13][CH:12]=2)=[C:8]([OH:10])[CH:9]=1)([O-:3])=[O:2].C([O-])([O-])=O.[K+].[K+].I[CH2:23][CH3:24].[NH4+].[Cl-]. The catalyst is CN(C=O)C. The product is [CH2:23]([O:10][C:8]1[CH:9]=[C:4]([N+:1]([O-:3])=[O:2])[CH:5]=[CH:6][C:7]=1[C:11]1[O:15][CH:14]=[N:13][CH:12]=1)[CH3:24]. The yield is 0.960. (2) The reactants are [CH3:1][O:2][C:3](=[O:29])/[C:4](/[CH3:28])=[CH:5]/[C:6]1[CH:27]=[CH:26][C:9]2[C:10]3[N:14]([CH2:15][CH2:16][O:17][C:8]=2[CH:7]=1)[CH:13]=[C:12]([C:18]1[N:19]([CH:23]([CH3:25])[CH3:24])[N:20]=[CH:21][N:22]=1)[N:11]=3. The catalyst is [Pd]. The product is [CH3:1][O:2][C:3](=[O:29])[CH:4]([CH3:28])[CH2:5][C:6]1[CH:27]=[CH:26][C:9]2[C:10]3[N:14]([CH2:15][CH2:16][O:17][C:8]=2[CH:7]=1)[CH:13]=[C:12]([C:18]1[N:19]([CH:23]([CH3:24])[CH3:25])[N:20]=[CH:21][N:22]=1)[N:11]=3. The yield is 0.820. (3) The reactants are Cl[C:2]1[N:11]=[CH:10][C:9]2[N:8]([CH:12]3[CH2:17][CH2:16][O:15][CH2:14][CH2:13]3)[C:7](=[O:18])[CH:6]3[CH2:19][O:20][CH2:21][CH2:22][N:5]3[C:4]=2[N:3]=1.[CH3:23][NH:24][C:25]([NH:27][C:28]1[CH:33]=[CH:32][C:31](B2OC(C)(C)C(C)(C)O2)=[CH:30][CH:29]=1)=[O:26].O1CCOCC1.C([O-])(O)=O.[Na+]. The catalyst is [Pd].Cl[Pd]Cl.C1(P(C2C=CC=CC=2)[C-]2C=CC=C2)C=CC=CC=1.[C-]1(P(C2C=CC=CC=2)C2C=CC=CC=2)C=CC=C1.[Fe+2].CN(C=O)C. The product is [CH3:23][NH:24][C:25]([NH:27][C:28]1[CH:33]=[CH:32][C:31]([C:2]2[N:11]=[CH:10][C:9]3[N:8]([CH:12]4[CH2:17][CH2:16][O:15][CH2:14][CH2:13]4)[C:7](=[O:18])[CH:6]4[CH2:19][O:20][CH2:21][CH2:22][N:5]4[C:4]=3[N:3]=2)=[CH:30][CH:29]=1)=[O:26]. The yield is 0.0820. (4) The reactants are Br[C:2]1[C:3](Br)=[C:4]([Br:8])[CH:5]=[CH:6][CH:7]=1.[C:10]1(B(O)O)[C:23]2[C:24]3=[C:25]4[C:20](=[CH:21][CH:22]=2)[CH:19]=[CH:18][CH:17]=[C:16]4[CH:15]=[CH:14][C:13]3=[CH:12][CH:11]=1.C(=O)([O-])[O-].[Na+].[Na+]. The catalyst is C1(C)C=CC=CC=1. The product is [C:10]1([C:6]2[CH:5]=[C:4]([Br:8])[CH:3]=[C:2]([C:17]3[C:16]4[C:25]5=[C:24]6[C:13](=[CH:14][CH:15]=4)[CH:12]=[CH:11][CH:10]=[C:23]6[CH:22]=[CH:21][C:20]5=[CH:19][CH:18]=3)[CH:7]=2)[C:23]2[C:24]3=[C:25]4[C:20](=[CH:21][CH:22]=2)[CH:19]=[CH:18][CH:17]=[C:16]4[CH:15]=[CH:14][C:13]3=[CH:12][CH:11]=1. The yield is 0.380. (5) The reactants are C(OC([N:8]1[CH2:11][C:10]2([CH2:16][CH2:15][N:14]([CH3:17])[CH2:13][CH2:12]2)[CH2:9]1)=O)(C)(C)C.C(O)(C(F)(F)F)=O. The catalyst is C(Cl)Cl. The product is [CH3:17][N:14]1[CH2:15][CH2:16][C:10]2([CH2:11][NH:8][CH2:9]2)[CH2:12][CH2:13]1. The yield is 0.840. (6) The reactants are [C:1]([Cu])#N.[Li]C.CCOCC.FC(F)(F)S(O[C:17]1[C:24]2([CH2:25][C:26]3[CH:31]=[CH:30][C:29]([C:32]#[N:33])=[CH:28][CH:27]=3)[N:20]([CH2:21][CH2:22][CH2:23]2)[C:19](=[O:34])[C:18]=1[C:35]1[CH:40]=[C:39]([Cl:41])[CH:38]=[C:37]([Cl:42])[CH:36]=1)(=O)=O.[NH4+].[OH-]. The catalyst is C1COCC1. The product is [Cl:42][C:37]1[CH:36]=[C:35]([C:18]2[C:19](=[O:34])[N:20]3[C:24]([CH2:25][C:26]4[CH:31]=[CH:30][C:29]([C:32]#[N:33])=[CH:28][CH:27]=4)([C:17]=2[CH3:1])[CH2:23][CH2:22][CH2:21]3)[CH:40]=[C:39]([Cl:41])[CH:38]=1. The yield is 0.140. (7) The reactants are [CH2:1]([N:8]([CH2:10][C:11]1[C:19]2[C:18](=[O:20])[N:17]([C:21]3[CH:26]=[CH:25][CH:24]=[CH:23][N:22]=3)[C:16](=[O:27])[N:15]([CH2:28][C:29]3[C:34]([F:35])=[CH:33][CH:32]=[CH:31][C:30]=3[F:36])[C:14]=2[S:13][C:12]=1[C:37]1[CH:42]=[CH:41][C:40]([NH:43][C:44]([NH:46][O:47][CH3:48])=[O:45])=[CH:39][CH:38]=1)C)C1C=CC=CC=1.Cl. The catalyst is C(O)C.[C].[Pd]. The product is [F:36][C:30]1[CH:31]=[CH:32][CH:33]=[C:34]([F:35])[C:29]=1[CH2:28][N:15]1[C:14]2[S:13][C:12]([C:37]3[CH:42]=[CH:41][C:40]([NH:43][C:44]([NH:46][O:47][CH3:48])=[O:45])=[CH:39][CH:38]=3)=[C:11]([CH2:10][NH:8][CH3:1])[C:19]=2[C:18](=[O:20])[N:17]([C:21]2[CH:26]=[CH:25][CH:24]=[CH:23][N:22]=2)[C:16]1=[O:27]. The yield is 0.710. (8) The reactants are CON(C)[C:4]([C:6]1[O:7][C:8]2[CH:15]=[CH:14][C:13]([CH3:16])=[CH:12][C:9]=2[C:10]=1[CH3:11])=[O:5].[H-].[Al+3].[Li+].[H-].[H-].[H-].O. The catalyst is O1CCCC1. The product is [CH3:11][C:10]1[C:9]2[CH:12]=[C:13]([CH3:16])[CH:14]=[CH:15][C:8]=2[O:7][C:6]=1[CH:4]=[O:5]. The yield is 0.740.